Predict the reaction yield, written as a fraction of the theoretical maximum amount of product (1.0 means a 100% yield; for example, 0.34 means a 34% yield). From a dataset of Reaction yield outcomes from USPTO patents with 853,638 reactions. (1) The reactants are [Cl:1][C:2]1[N:3]=[C:4]([N:11]2[CH2:16][CH2:15][O:14][CH2:13][CH2:12]2)[C:5]2[CH:10]=[CH:9][NH:8][C:6]=2[N:7]=1.[N+:17]([C:20]1[CH:21]=[C:22]([CH:25]=[CH:26][CH:27]=1)[CH2:23]Br)([O-:19])=[O:18].C([O-])([O-])=O.[Cs+].[Cs+].O. The yield is 0.840. The catalyst is CN(C=O)C. The product is [Cl:1][C:2]1[N:3]=[C:4]([N:11]2[CH2:16][CH2:15][O:14][CH2:13][CH2:12]2)[C:5]2[CH:10]=[CH:9][N:8]([CH2:23][C:22]3[CH:25]=[CH:26][CH:27]=[C:20]([N+:17]([O-:19])=[O:18])[CH:21]=3)[C:6]=2[N:7]=1. (2) The reactants are C([C:3]1[CH:11]=[CH:10][C:9]([O:12][CH3:13])=[CH:8][C:4]=1[C:5]([OH:7])=O)#N.C[CH2:15][N:16]=C=NCCCN(C)C.C1C=CC2N(O)N=NC=2C=1.[C:35]([O:39][C:40]([N:42]1[CH2:47][CH2:46][CH2:45][CH2:44][CH:43]1[C:48](=[NH:51])[NH:49]O)=[O:41])([CH3:38])([CH3:37])[CH3:36]. The catalyst is C(OCC)(=O)C.CN(C=O)C. The product is [C:35]([O:39][C:40]([N:42]1[CH2:47][CH2:46][CH2:45][CH2:44][CH:43]1[C:48]1[N:51]=[C:5]([C:4]2[CH:8]=[C:9]([O:12][CH3:13])[CH:10]=[C:11]([C:15]#[N:16])[CH:3]=2)[O:7][N:49]=1)=[O:41])([CH3:38])([CH3:37])[CH3:36]. The yield is 0.560. (3) The reactants are [N+:1]([C:4]1[CH:9]=[C:8]([C:10]2[S:11][CH:12]=[CH:13][CH:14]=2)[CH:7]=[CH:6][C:5]=1[NH:15][C:16](=[O:22])[O:17][C:18]([CH3:21])([CH3:20])[CH3:19])([O-])=O.O.NN. The catalyst is CO. The product is [NH2:1][C:4]1[CH:9]=[C:8]([C:10]2[S:11][CH:12]=[CH:13][CH:14]=2)[CH:7]=[CH:6][C:5]=1[NH:15][C:16](=[O:22])[O:17][C:18]([CH3:20])([CH3:19])[CH3:21]. The yield is 0.830. (4) The reactants are [F:1][C:2]([F:33])([F:32])[C:3]1[CH:4]=[C:5]([CH:29]=[CH:30][CH:31]=1)[CH2:6][NH:7][C:8](=[O:28])[C:9]1[CH:14]=[CH:13][N:12]=[C:11]([C:15]2[CH:20]=[C:19]([N:21]3[CH2:26][CH2:25][CH2:24][CH2:23][CH2:22]3)[CH:18]=[CH:17][C:16]=2[NH2:27])[CH:10]=1.ClC[C:36]1[N:41]=[C:40]([C:42]([OH:44])=O)[CH:39]=[CH:38][CH:37]=1.[CH3:45]CN=C=NCCCN(C)C.[ClH:56]. The catalyst is ClCCl.CN(C)C1C=CN=CC=1. The product is [F:33][C:2]([F:1])([F:32])[C:3]1[CH:4]=[C:5]([CH:29]=[CH:30][CH:31]=1)[CH2:6][NH:7][C:8](=[O:28])[C:9]1[CH:14]=[CH:13][N:12]=[C:11]([C:15]2[CH:20]=[C:19]([N:21]3[CH2:26][CH2:25][CH2:24][CH2:23][CH2:22]3)[CH:18]=[CH:17][C:16]=2[NH:27][C:42](=[O:44])[C:40]2([CH2:45][Cl:56])[CH:39]=[CH:38][CH:37]=[CH:36][NH:41]2)[CH:10]=1. The yield is 0.820. (5) The reactants are [F:1][C:2]([F:13])([F:12])[C:3]1[CH:8]=[CH:7][C:6](B(O)O)=[CH:5][CH:4]=1.Cl[C:15]1[CH:20]=[CH:19][C:18]([N+:21]([O-:23])=[O:22])=[CH:17][N:16]=1.C(=O)([O-])[O-].[K+].[K+].O1CCOCC1. The catalyst is C([O-])(=O)C.[Pd+2].C([O-])(=O)C.O. The product is [N+:21]([C:18]1[CH:19]=[CH:20][C:15]([C:6]2[CH:7]=[CH:8][C:3]([C:2]([F:13])([F:12])[F:1])=[CH:4][CH:5]=2)=[N:16][CH:17]=1)([O-:23])=[O:22]. The yield is 0.370. (6) The reactants are [CH3:1][O:2][C:3](=[O:15])[CH2:4][C:5]1[O:9][C:8]([CH3:10])=[N:7][C:6]=1[C:11]([O:13]C)=O.[H-].[Na+].[F:18][C:19]1[CH:28]=[C:27]([I:29])[CH:26]=[CH:25][C:20]=1[N:21]=[C:22]=[N:23][CH3:24].[NH4+].[Cl-]. The catalyst is C1COCC1. The product is [F:18][C:19]1[CH:28]=[C:27]([I:29])[CH:26]=[CH:25][C:20]=1[NH:21][C:22]1[N:23]([CH3:24])[C:11](=[O:13])[C:6]2[N:7]=[C:8]([CH3:10])[O:9][C:5]=2[C:4]=1[C:3]([O:2][CH3:1])=[O:15]. The yield is 0.430. (7) The reactants are [Cl:1][C:2]1[CH:10]=[CH:9][C:8]([N:11]2[CH2:16][CH2:15][N:14]([CH3:17])[CH2:13][CH2:12]2)=[CH:7][C:3]=1[C:4]([OH:6])=O.Cl.[NH2:19][C:20]1[CH:45]=[CH:44][C:23]2[CH2:24][CH2:25][C:26]3[C:27]([C:41]([NH2:43])=[O:42])=[N:28][N:29]([C:31]4[CH:36]=[CH:35][C:34]([S:37]([CH3:40])(=[O:39])=[O:38])=[CH:33][CH:32]=4)[C:30]=3[C:22]=2[CH:21]=1.C(N(C(C)C)CC)(C)C.CN(C(ON1N=NC2C=CC=NC1=2)=[N+](C)C)C.F[P-](F)(F)(F)(F)F. The catalyst is CN(C=O)C. The product is [Cl:1][C:2]1[CH:10]=[CH:9][C:8]([N:11]2[CH2:16][CH2:15][N:14]([CH3:17])[CH2:13][CH2:12]2)=[CH:7][C:3]=1[C:4]([NH:19][C:20]1[CH:45]=[CH:44][C:23]2[CH2:24][CH2:25][C:26]3[C:27]([C:41]([NH2:43])=[O:42])=[N:28][N:29]([C:31]4[CH:32]=[CH:33][C:34]([S:37]([CH3:40])(=[O:39])=[O:38])=[CH:35][CH:36]=4)[C:30]=3[C:22]=2[CH:21]=1)=[O:6]. The yield is 0.890. (8) The reactants are [Cl:1][C:2]1[CH:7]=[CH:6][CH:5]=[CH:4][C:3]=1[C:8](=[CH:13]N(C)C)[C:9](OC)=[O:10].[NH2:17][C:18]([NH2:20])=[O:19].[Na+].[I-].C[Si](Cl)(C)C.[OH-].[Na+]. The catalyst is C(#N)C. The product is [Cl:1][C:2]1[CH:7]=[CH:6][CH:5]=[CH:4][C:3]=1[C:8]1[C:9](=[O:10])[NH:17][C:18](=[O:19])[NH:20][CH:13]=1. The yield is 0.660.